Dataset: Serine/threonine kinase 33 screen with 319,792 compounds. Task: Binary Classification. Given a drug SMILES string, predict its activity (active/inactive) in a high-throughput screening assay against a specified biological target. (1) The drug is O(c1c(cccc1C)C)CC(=O)NNC(=O)CC(NC(=O)C)c1ccccc1. The result is 0 (inactive). (2) The result is 0 (inactive). The compound is S=C(Oc1ccc(cc1)C)Nc1ccc(F)cc1.